Dataset: Reaction yield outcomes from USPTO patents with 853,638 reactions. Task: Predict the reaction yield, written as a fraction of the theoretical maximum amount of product (1.0 means a 100% yield; for example, 0.34 means a 34% yield). (1) The product is [OH:52][C:51]([CH:14]1[S:13]/[C:12](=[N:17]\[C:18]([NH:20][CH2:21][CH2:22][C:23]2[CH:24]=[CH:25][C:26]([C:29]3[N:33]=[CH:32][N:31]([C:34]4[CH:35]=[CH:36][C:37]([O:40][C:41]([F:44])([F:43])[F:42])=[CH:38][CH:39]=4)[N:30]=3)=[CH:27][CH:28]=2)=[O:19])/[N:11]([C:5]2[CH:6]=[C:7]([CH3:10])[CH:8]=[CH:9][C:4]=2[CH:1]([CH3:3])[CH3:2])[C:15]1=[O:16])([CH3:53])[CH3:50]. The reactants are [CH:1]([C:4]1[CH:9]=[CH:8][C:7]([CH3:10])=[CH:6][C:5]=1[N:11]1[C:15](=[O:16])[CH2:14][S:13]/[C:12]/1=[N:17]\[C:18]([NH:20][CH2:21][CH2:22][C:23]1[CH:28]=[CH:27][C:26]([C:29]2[N:33]=[CH:32][N:31]([C:34]3[CH:39]=[CH:38][C:37]([O:40][C:41]([F:44])([F:43])[F:42])=[CH:36][CH:35]=3)[N:30]=2)=[CH:25][CH:24]=1)=[O:19])([CH3:3])[CH3:2].C(=O)(O)[O-].[Na+].[CH3:50][C:51]([CH3:53])=[O:52]. The yield is 0.190. No catalyst specified. (2) The reactants are [F:1][C:2]1[CH:3]=[CH:4][C:5](/[CH:10]=[CH:11]/[C:12]2[CH:17]=[CH:16][C:15]([O:18][CH3:19])=[CH:14][CH:13]=2)=[C:6]([CH2:8][OH:9])[CH:7]=1. The catalyst is [Pd].CO.C(O)C. The product is [F:1][C:2]1[CH:3]=[CH:4][C:5]([CH2:10][CH2:11][C:12]2[CH:13]=[CH:14][C:15]([O:18][CH3:19])=[CH:16][CH:17]=2)=[C:6]([CH2:8][OH:9])[CH:7]=1. The yield is 0.870. (3) The reactants are Cl[C:2]1[C:11]2[C:6](=[CH:7][CH:8]=[C:9]([O:12][CH3:13])[CH:10]=2)[N:5]=[C:4]([C:14]2[CH:21]=[CH:20][C:17]([C:18]#[N:19])=[CH:16][CH:15]=2)[CH:3]=1.[F-:22].[Cs+]. The catalyst is [N+](CCCC)(CCCC)(CCCC)CCCC.[Br-].CS(C)=O. The product is [F:22][C:2]1[C:11]2[C:6](=[CH:7][CH:8]=[C:9]([O:12][CH3:13])[CH:10]=2)[N:5]=[C:4]([C:14]2[CH:21]=[CH:20][C:17]([C:18]#[N:19])=[CH:16][CH:15]=2)[CH:3]=1. The yield is 0.317. (4) The reactants are C(=C1C[N:5]([C:7]([O:9][C:10]([CH3:13])([CH3:12])[CH3:11])=[O:8])C1)C.C[N+]1([O-])CC[O:18][CH2:17][CH2:16]1.C(OCC)(=O)C.[CH3:28][C:29]([CH3:31])=[O:30].O. The catalyst is [Os](=O)(=O)(=O)=O. The product is [OH:30][C:29]1([CH:17]([OH:18])[CH3:16])[CH2:31][N:5]([C:7]([O:9][C:10]([CH3:11])([CH3:12])[CH3:13])=[O:8])[CH2:28]1. The yield is 0.630. (5) The reactants are [Cl:1][C:2]1[CH:3]=[C:4]([C:8]([CH3:12])=[CH:9][C:10]=1[Cl:11])[C:5]([OH:7])=[O:6].S(=O)(=O)(O)O.[CH2:18](O)[CH3:19]. No catalyst specified. The product is [Cl:1][C:2]1[CH:3]=[C:4]([C:8]([CH3:12])=[CH:9][C:10]=1[Cl:11])[C:5]([O:7][CH2:18][CH3:19])=[O:6]. The yield is 0.970.